Task: Predict the product of the given reaction.. Dataset: Forward reaction prediction with 1.9M reactions from USPTO patents (1976-2016) (1) Given the reactants [ClH:1].[CH2:2]([O:4][C:5]1[CH:6]=[C:7]2[C:12](=[C:13]3[CH2:17][C:16]([CH3:19])([CH3:18])[O:15][C:14]=13)[C:11]([C:20]1[CH:29]=[CH:28][C:23]([C:24]([O:26][CH3:27])=[O:25])=[C:22]([OH:30])[CH:21]=1)=[N:10][C:9]([CH3:32])([CH3:31])[CH2:8]2)[CH3:3].CC(C)([O-])C.[K+].[CH2:39](Br)[C:40]1[CH:45]=[CH:44][CH:43]=[CH:42][CH:41]=1, predict the reaction product. The product is: [ClH:1].[CH2:2]([O:4][C:5]1[CH:6]=[C:7]2[C:12](=[C:13]3[CH2:17][C:16]([CH3:19])([CH3:18])[O:15][C:14]=13)[C:11]([C:20]1[CH:29]=[CH:28][C:23]([C:24]([O:26][CH3:27])=[O:25])=[C:22]([O:30][CH2:39][C:40]3[CH:45]=[CH:44][CH:43]=[CH:42][CH:41]=3)[CH:21]=1)=[N:10][C:9]([CH3:31])([CH3:32])[CH2:8]2)[CH3:3]. (2) Given the reactants Br[C:2]1[CH:20]=[CH:19][C:5]([C:6]([NH:8][C:9]2[CH:14]=[CH:13][CH:12]=[C:11]([C:15]([CH3:18])([CH3:17])[CH3:16])[CH:10]=2)=[O:7])=[CH:4][C:3]=1[Cl:21].C(OC([N:29]1[CH2:34][CH2:33][NH:32][CH2:31][CH2:30]1)=O)(C)(C)C.C(C1C=C(NC(=O)C2C=CC(N3CCNCC3)=C(F)C=2)C=CC=1)(C)(C)C, predict the reaction product. The product is: [C:15]([C:11]1[CH:10]=[C:9]([NH:8][C:6](=[O:7])[C:5]2[CH:19]=[CH:20][C:2]([N:29]3[CH2:34][CH2:33][NH:32][CH2:31][CH2:30]3)=[C:3]([Cl:21])[CH:4]=2)[CH:14]=[CH:13][CH:12]=1)([CH3:18])([CH3:17])[CH3:16]. (3) Given the reactants [CH:1]([N:4]1[CH2:9][CH2:8][N:7]([C:10]2[S:11][C:12]3[CH:18]=[CH:17][CH:16]=[CH:15][C:13]=3[N:14]=2)[CH2:6][CH2:5]1)([CH3:3])[CH3:2].[H-].[Na+].Cl[CH2:22][CH2:23][CH2:24][S:25]([OH:28])(=O)=[O:26].[CH3:29][N:30](C=O)C, predict the reaction product. The product is: [O:26]=[S:25]1(=[O:28])[CH2:24][CH2:23][CH2:22][N:30]1[CH2:29][C:16]1[CH:17]=[CH:18][C:12]2[S:11][C:10]([N:7]3[CH2:6][CH2:5][N:4]([CH:1]([CH3:3])[CH3:2])[CH2:9][CH2:8]3)=[N:14][C:13]=2[CH:15]=1. (4) Given the reactants [CH2:1]([C:3]([C:15]1[CH:20]=[CH:19][C:18]([OH:21])=[C:17]([CH3:22])[CH:16]=1)([C:6]1[CH:11]=[CH:10][C:9]([C:12]#[CH:13])=[C:8]([CH3:14])[CH:7]=1)[CH2:4][CH3:5])[CH3:2].[Li]CCCC.[CH3:28][C:29]([CH3:35])([CH2:32][CH:33]=[CH2:34])[CH:30]=[O:31].[NH4+].[Cl-], predict the reaction product. The product is: [CH2:1]([C:3]([C:15]1[CH:20]=[CH:19][C:18]([OH:21])=[C:17]([CH3:22])[CH:16]=1)([C:6]1[CH:11]=[CH:10][C:9]([C:12]#[C:13][CH:30]([OH:31])[C:29]([CH3:35])([CH3:28])[CH2:32][CH:33]=[CH2:34])=[C:8]([CH3:14])[CH:7]=1)[CH2:4][CH3:5])[CH3:2]. (5) The product is: [S:19]1[C:20]2[CH:26]=[CH:25][CH:24]=[CH:23][C:21]=2[CH:22]=[C:18]1[CH2:17][C:14]1[CH:15]=[CH:16][C:11]([O:10][CH2:78][CH2:77][NH:76][C:79](=[O:71])[CH3:81])=[C:12]([C@@H:27]2[O:56][C@H:55]([CH2:57][O:58][CH2:59][C:60]3[CH:61]=[CH:62][CH:63]=[CH:64][CH:65]=3)[C@@H:46]([O:47][CH2:48][C:49]3[CH:50]=[CH:51][CH:52]=[CH:53][CH:54]=3)[C@H:37]([O:38][CH2:39][C:40]3[CH:45]=[CH:44][CH:43]=[CH:42][CH:41]=3)[C@H:28]2[O:29][CH2:30][C:31]2[CH:32]=[CH:33][CH:34]=[CH:35][CH:36]=2)[CH:13]=1. Given the reactants C(OC(=O)NCC[O:10][C:11]1[CH:16]=[CH:15][C:14]([CH2:17][C:18]2[S:19][C:20]3[CH:26]=[CH:25][CH:24]=[CH:23][C:21]=3[CH:22]=2)=[CH:13][C:12]=1[C@@H:27]1[O:56][C@H:55]([CH2:57][O:58][CH2:59][C:60]2[CH:65]=[CH:64][CH:63]=[CH:62][CH:61]=2)[C@@H:46]([O:47][CH2:48][C:49]2[CH:54]=[CH:53][CH:52]=[CH:51][CH:50]=2)[C@H:37]([O:38][CH2:39][C:40]2[CH:45]=[CH:44][CH:43]=[CH:42][CH:41]=2)[C@H:28]1[O:29][CH2:30][C:31]1[CH:36]=[CH:35][CH:34]=[CH:33][CH:32]=1)(C)(C)C.[I-].[Na+].C(Cl)(=[O:71])C.C([N:76]([CH:79]([CH3:81])C)[CH2:77][CH3:78])(C)C, predict the reaction product. (6) Given the reactants [N:1]1[CH:6]=[CH:5][C:4]([C:7]2[S:11][C:10]([C:12]([OH:14])=O)=[CH:9][CH:8]=2)=[CH:3][CH:2]=1.[CH2:15]([O:17][C:18]1[CH:23]=[CH:22][C:21]([CH2:24][CH2:25][NH2:26])=[CH:20][CH:19]=1)[CH3:16], predict the reaction product. The product is: [CH2:15]([O:17][C:18]1[CH:23]=[CH:22][C:21]([CH2:24][CH2:25][NH:26][C:12]([C:10]2[S:11][C:7]([C:4]3[CH:3]=[CH:2][N:1]=[CH:6][CH:5]=3)=[CH:8][CH:9]=2)=[O:14])=[CH:20][CH:19]=1)[CH3:16]. (7) The product is: [NH:24]1[C:19]2[CH:20]=[CH:21][CH:22]=[CH:23][C:18]=2[N:25]=[C:3]1[C:5]1[C:6](=[O:7])[NH:8][C:9]2[C:14]([C:15]=1[OH:17])=[CH:13][CH:12]=[N:11][CH:10]=2. Given the reactants CO[C:3]([CH2:5][C:6]([NH:8][C:9]1[CH:10]=[N:11][CH:12]=[CH:13][C:14]=1[C:15]([OH:17])=O)=[O:7])=O.[C:18]1([NH2:25])[CH:23]=[CH:22][CH:21]=[CH:20][C:19]=1[NH2:24], predict the reaction product.